This data is from Reaction yield outcomes from USPTO patents with 853,638 reactions. The task is: Predict the reaction yield, written as a fraction of the theoretical maximum amount of product (1.0 means a 100% yield; for example, 0.34 means a 34% yield). (1) The reactants are O.[OH-].[Li+].[CH2:4]([S:8]([O:11][C:12]1[CH:17]=[CH:16][C:15]([CH2:18][CH2:19][CH2:20][C:21]2[CH:26]=[CH:25][C:24]([CH2:27][CH2:28][C:29]([O:31]C)=[O:30])=[CH:23][C:22]=2[O:33][CH2:34][C:35]2[CH:40]=[CH:39][CH:38]=[C:37]([F:41])[CH:36]=2)=[CH:14][C:13]=1[O:42][CH3:43])(=[O:10])=[O:9])[CH2:5][CH2:6][CH3:7].O.C(O)(=O)C. The catalyst is O1CCCC1.CO.O. The product is [CH2:4]([S:8]([O:11][C:12]1[CH:17]=[CH:16][C:15]([CH2:18][CH2:19][CH2:20][C:21]2[CH:26]=[CH:25][C:24]([CH2:27][CH2:28][C:29]([OH:31])=[O:30])=[CH:23][C:22]=2[O:33][CH2:34][C:35]2[CH:40]=[CH:39][CH:38]=[C:37]([F:41])[CH:36]=2)=[CH:14][C:13]=1[O:42][CH3:43])(=[O:9])=[O:10])[CH2:5][CH2:6][CH3:7]. The yield is 0.770. (2) The reactants are Cl[CH2:2][CH2:3][CH:4]1[CH2:12][CH2:11][CH2:10][C:9]2[N:8]([C:13]3[CH:18]=[CH:17][C:16]([Cl:19])=[C:15]([Cl:20])[CH:14]=3)[N:7]=[CH:6][C:5]1=2.C([O-])([O-])=O.[K+].[K+].[C:27]1([CH:33]2[CH2:38][CH2:37][NH:36][CH2:35][CH2:34]2)[CH:32]=[CH:31][CH:30]=[CH:29][CH:28]=1. The catalyst is CN(C=O)C.C(OCC)(=O)C. The product is [Cl:20][C:15]1[CH:14]=[C:13]([N:8]2[C:9]3[CH2:10][CH2:11][CH2:12][CH:4]([CH2:3][CH2:2][N:36]4[CH2:37][CH2:38][CH:33]([C:27]5[CH:32]=[CH:31][CH:30]=[CH:29][CH:28]=5)[CH2:34][CH2:35]4)[C:5]=3[CH:6]=[N:7]2)[CH:18]=[CH:17][C:16]=1[Cl:19]. The yield is 0.450. (3) The reactants are FC(F)(F)S(O[C:7]1[CH:8]=[C:9]2[C:14](=[CH:15][CH:16]=1)[S:13][C:12]([CH3:18])([CH3:17])[CH2:11][C:10]2=[O:19])(=O)=O.[CH3:22][Si:23]([C:26]#[CH:27])([CH3:25])[CH3:24]. The catalyst is CCN(CC)CC.CN(C=O)C.O.Cl[Pd](Cl)([P](C1C=CC=CC=1)(C1C=CC=CC=1)C1C=CC=CC=1)[P](C1C=CC=CC=1)(C1C=CC=CC=1)C1C=CC=CC=1. The product is [CH3:17][C:12]1([CH3:18])[CH2:11][C:10](=[O:19])[C:9]2[C:14](=[CH:15][CH:16]=[C:7]([C:27]#[C:26][Si:23]([CH3:25])([CH3:24])[CH3:22])[CH:8]=2)[S:13]1. The yield is 0.910. (4) The reactants are [C:1]1([N:7]2[CH2:12][CH2:11][N:10]([CH2:13][CH2:14][NH2:15])[CH2:9][CH2:8]2)[CH:6]=[CH:5][CH:4]=[CH:3][CH:2]=1.[CH2:16]([C:19]1[N:23]([C:24]2[CH:29]=[CH:28][CH:27]=[CH:26][CH:25]=2)[N:22]=[C:21]([CH:30]=O)[CH:20]=1)[CH2:17][CH3:18]. No catalyst specified. The product is [CH2:16]([C:19]1[N:23]([C:24]2[CH:29]=[CH:28][CH:27]=[CH:26][CH:25]=2)[N:22]=[C:21]([CH2:30][NH:15][CH2:14][CH2:13][N:10]2[CH2:9][CH2:8][N:7]([C:1]3[CH:2]=[CH:3][CH:4]=[CH:5][CH:6]=3)[CH2:12][CH2:11]2)[CH:20]=1)[CH2:17][CH3:18]. The yield is 0.556. (5) The reactants are Br[C:2]1[S:6][C:5]([S:7]([N:10]([CH2:12][C:13]2[CH:18]=[CH:17][CH:16]=[C:15]([O:19]C)[CH:14]=2)[CH3:11])(=[O:9])=[O:8])=[CH:4][CH:3]=1.[F:21][C:22]1[C:27]([O:28][CH3:29])=[CH:26][CH:25]=[CH:24][C:23]=1B(O)O.C(=O)([O-])[O-].[Cs+].[Cs+]. The catalyst is O=O.[Pd].C1(P(C2C=CC=CC=2)C2C=CC=CC=2)C=CC=CC=1.C1(P(C2C=CC=CC=2)C2C=CC=CC=2)C=CC=CC=1.C1(P(C2C=CC=CC=2)C2C=CC=CC=2)C=CC=CC=1.C1(P(C2C=CC=CC=2)C2C=CC=CC=2)C=CC=CC=1. The product is [F:21][C:22]1[C:27]([O:28][CH3:29])=[CH:26][CH:25]=[CH:24][C:23]=1[C:2]1[S:6][C:5]([S:7]([N:10]([CH2:12][C:13]2[CH:18]=[CH:17][CH:16]=[C:15]([OH:19])[CH:14]=2)[CH3:11])(=[O:8])=[O:9])=[CH:4][CH:3]=1. The yield is 0.190. (6) The reactants are [C:1]([O:5][C:6](=[O:23])[CH2:7][O:8][CH2:9][CH:10]1[CH2:15][CH2:14][N:13](C(OC(C)(C)C)=O)[CH2:12][CH2:11]1)(C)(C)C.Cl.O1CCOCC1. The catalyst is C(Cl)(Cl)Cl. The product is [CH3:1][O:5][C:6](=[O:23])[CH2:7][O:8][CH2:9][CH:10]1[CH2:11][CH2:12][NH:13][CH2:14][CH2:15]1. The yield is 0.580. (7) The reactants are C[O:2][C:3](=[O:33])[CH2:4][CH2:5][S:6][CH2:7][C:8]1[CH:13]=[CH:12][C:11]([C:14]2[CH:19]=[CH:18][C:17]([C:20]3[C:25]4[O:26][C:27]5[CH:32]=[CH:31][CH:30]=[CH:29][C:28]=5[C:24]=4[CH:23]=[CH:22][CH:21]=3)=[CH:16][CH:15]=2)=[CH:10][CH:9]=1.[OH-].[K+].Cl. The catalyst is C1COCC1.CO.C(OCC)(=O)C. The product is [CH:23]1[C:24]2[C:28]3[CH:29]=[CH:30][CH:31]=[CH:32][C:27]=3[O:26][C:25]=2[C:20]([C:17]2[CH:18]=[CH:19][C:14]([C:11]3[CH:12]=[CH:13][C:8]([CH2:7][S:6][CH2:5][CH2:4][C:3]([OH:33])=[O:2])=[CH:9][CH:10]=3)=[CH:15][CH:16]=2)=[CH:21][CH:22]=1. The yield is 0.900. (8) The reactants are [NH2:1][C@@H:2]([CH2:6][CH:7]1[CH2:11][CH2:10][CH2:9][CH2:8]1)[C:3]([OH:5])=[O:4].Cl.[CH3:13]O. No catalyst specified. The product is [CH3:13][O:4][C:3](=[O:5])[C@@H:2]([NH2:1])[CH2:6][CH:7]1[CH2:11][CH2:10][CH2:9][CH2:8]1. The yield is 0.730. (9) The reactants are [CH2:1]([CH:3]1[O:5][CH2:4]1)Cl.[C:6]([O-])([O-])=O.[Cs+].[Cs+].[O:12]1[C:17]2[CH:18]=[CH:19][CH:20]=[CH:21][C:16]=2[NH:15][C:14](=[O:22])[CH2:13]1.[CH2:23]([CH:28]1[CH2:34][CH:33]2N[CH:30]([CH2:31][CH2:32]2)[CH2:29]1)[CH2:24][CH2:25][CH2:26][CH3:27]. The catalyst is CCOCC.CN(C=O)C. The product is [OH:5][C@H:3]([CH2:1][CH:6]1[CH:33]2[CH2:32][CH2:31][C@H:30]1[CH2:29][CH:28]([CH2:23][CH2:24][CH2:25][CH2:26][CH3:27])[CH2:34]2)[CH2:4][N:15]1[C:16]2[CH:21]=[CH:20][CH:19]=[CH:18][C:17]=2[O:12][CH2:13][C:14]1=[O:22]. The yield is 0.330.